This data is from Full USPTO retrosynthesis dataset with 1.9M reactions from patents (1976-2016). The task is: Predict the reactants needed to synthesize the given product. (1) The reactants are: [CH2:1]([OH:17])[CH2:2][CH2:3][CH2:4][CH2:5][CH2:6][CH2:7][CH2:8][CH2:9][CH2:10][CH2:11][CH2:12][CH2:13][CH2:14][CH2:15][CH3:16].[I-].ClC1C=CC=C[N+]=1C.[OH:27][C:28]1[C:29]([CH3:44])=[C:30]2[C:35](=[C:36]([CH3:39])[C:37]=1[CH3:38])[O:34][C:33]([CH3:43])([C:40](O)=[O:41])[CH2:32][CH2:31]2.CCCCCC. Given the product [CH2:1]([O:17][C:40]([C:33]1([CH3:43])[CH2:32][CH2:31][C:30]2[C:35](=[C:36]([CH3:39])[C:37]([CH3:38])=[C:28]([OH:27])[C:29]=2[CH3:44])[O:34]1)=[O:41])[CH2:2][CH2:3][CH2:4][CH2:5][CH2:6][CH2:7][CH2:8][CH2:9][CH2:10][CH2:11][CH2:12][CH2:13][CH2:14][CH2:15][CH3:16], predict the reactants needed to synthesize it. (2) Given the product [O:22]1[CH2:27][CH2:26][CH:25]([CH:28]=[C:9]([C:10]2[CH:11]=[CH:12][C:13]([N:16]3[CH:20]=[CH:19][N:18]=[N:17]3)=[CH:14][CH:15]=2)[C:8]([O:7][CH2:5][CH3:6])=[O:21])[CH2:24][CH2:23]1, predict the reactants needed to synthesize it. The reactants are: CC[O-].[Na+].[CH2:5]([O:7][C:8](=[O:21])[CH2:9][C:10]1[CH:15]=[CH:14][C:13]([N:16]2[CH:20]=[CH:19][N:18]=[N:17]2)=[CH:12][CH:11]=1)[CH3:6].[O:22]1[CH2:27][CH2:26][CH:25]([CH:28]=O)[CH2:24][CH2:23]1.CC(O)=O. (3) Given the product [F:1][C:2]1[CH:3]=[CH:4][C:5]([CH:8]([OH:22])[CH:9]([NH:21][C:33]([CH:26]2[C:27]3[C:32](=[CH:31][CH:30]=[CH:29][CH:28]=3)[C:24](=[O:23])[CH2:25]2)=[O:34])[CH2:10][C:11]2[CH:16]=[CH:15][C:14]([C:17]([F:20])([F:19])[F:18])=[CH:13][CH:12]=2)=[CH:6][CH:7]=1, predict the reactants needed to synthesize it. The reactants are: [F:1][C:2]1[CH:7]=[CH:6][C:5]([CH:8]([OH:22])[CH:9]([NH2:21])[CH2:10][C:11]2[CH:16]=[CH:15][C:14]([C:17]([F:20])([F:19])[F:18])=[CH:13][CH:12]=2)=[CH:4][CH:3]=1.[O:23]=[C:24]1[C:32]2[C:27](=[CH:28][CH:29]=[CH:30][CH:31]=2)[CH:26]([C:33](O)=[O:34])[CH2:25]1.Cl.C(N=C=NCCCN(C)C)C.ON1C2C=CC=CC=2N=N1. (4) Given the product [Cl:27][CH2:28][C:29]([NH:19][C:16]1[CH:17]=[N:18][C:13]([C:5]2[N:4]=[C:3]([O:2][CH3:1])[CH:8]=[C:7]([C:9]([F:12])([F:11])[F:10])[N:6]=2)=[CH:14][CH:15]=1)=[O:30], predict the reactants needed to synthesize it. The reactants are: [CH3:1][O:2][C:3]1[CH:8]=[C:7]([C:9]([F:12])([F:11])[F:10])[N:6]=[C:5]([C:13]2[N:18]=[CH:17][C:16]([NH2:19])=[CH:15][CH:14]=2)[N:4]=1.C(N(CC)CC)C.[Cl:27][CH2:28][C:29](Cl)=[O:30]. (5) Given the product [O:1]1[CH2:5][CH2:4][NH:3][CH2:2]1.[O:17]1[CH2:7][CH2:6][NH:15][CH2:16]1.[NH2:3][C:2]([O:1][CH2:5][CH3:4])=[O:14], predict the reactants needed to synthesize it. The reactants are: [O:1]1[CH2:5][CH2:4][NH:3][CH2:2]1.[CH2:6]([N:15]=[C:16]=[O:17])[CH2:7]CCCCN=C=[O:14].